Dataset: Peptide-MHC class I binding affinity with 185,985 pairs from IEDB/IMGT. Task: Regression. Given a peptide amino acid sequence and an MHC pseudo amino acid sequence, predict their binding affinity value. This is MHC class I binding data. The peptide sequence is IYTTNDNNY. The MHC is HLA-A02:01 with pseudo-sequence HLA-A02:01. The binding affinity (normalized) is 0.0847.